The task is: Regression. Given a peptide amino acid sequence and an MHC pseudo amino acid sequence, predict their binding affinity value. This is MHC class I binding data.. This data is from Peptide-MHC class I binding affinity with 185,985 pairs from IEDB/IMGT. (1) The peptide sequence is GDVEKLSKF. The binding affinity (normalized) is 0.893. The MHC is Mamu-B8701 with pseudo-sequence Mamu-B8701. (2) The peptide sequence is VLLKTALLIV. The binding affinity (normalized) is 0.277. The MHC is HLA-A02:17 with pseudo-sequence HLA-A02:17. (3) The peptide sequence is YELDLWGKI. The MHC is HLA-B15:17 with pseudo-sequence HLA-B15:17. The binding affinity (normalized) is 0.0847. (4) The peptide sequence is SETAGNNNT. The MHC is HLA-A11:01 with pseudo-sequence HLA-A11:01. The binding affinity (normalized) is 0. (5) The peptide sequence is LPCRIKQII. The MHC is HLA-B08:01 with pseudo-sequence HLA-B08:01. The binding affinity (normalized) is 0.731. (6) The peptide sequence is KRSNTTGKL. The MHC is HLA-A24:02 with pseudo-sequence HLA-A24:02. The binding affinity (normalized) is 0. (7) The peptide sequence is IINAHRIPK. The MHC is HLA-A01:01 with pseudo-sequence HLA-A01:01. The binding affinity (normalized) is 0.0847. (8) The peptide sequence is MLEEMQSAV. The MHC is HLA-B40:01 with pseudo-sequence HLA-B40:01. The binding affinity (normalized) is 0.0847. (9) The peptide sequence is QPQPFPSQQPY. The MHC is HLA-B07:02 with pseudo-sequence HLA-B07:02. The binding affinity (normalized) is 0.